Predict the product of the given reaction. From a dataset of Forward reaction prediction with 1.9M reactions from USPTO patents (1976-2016). (1) Given the reactants [NH2:1][C:2]1([CH3:15])[CH2:7][CH2:6][N:5]([C:8]([O:10][C:11]([CH3:14])([CH3:13])[CH3:12])=[O:9])[CH2:4][CH2:3]1.C(=O)([O-])[O-].[K+].[K+].Br[CH2:23][CH2:24][CH2:25][CH2:26]Br, predict the reaction product. The product is: [CH3:15][C:2]1([N:1]2[CH2:26][CH2:25][CH2:24][CH2:23]2)[CH2:3][CH2:4][N:5]([C:8]([O:10][C:11]([CH3:14])([CH3:13])[CH3:12])=[O:9])[CH2:6][CH2:7]1. (2) Given the reactants [C:1]([O:5][C:6]([NH:8][CH2:9][C@H:10]1[CH2:15][CH2:14][C@H:13]([CH2:16][NH:17][C:18]([C:20]2[C:29]3[C:24](=[CH:25][CH:26]=[CH:27][CH:28]=3)[N:23]=[C:22]([C:30]3[CH:54]=[CH:53][C:33]([CH2:34][NH:35]C(=O)OCC4C5C=CC=CC=5C5C4=CC=CC=5)=[CH:32][CH:31]=3)[CH:21]=2)=[O:19])[CH2:12][CH2:11]1)=[O:7])([CH3:4])([CH3:3])[CH3:2].N1CCCCC1.CS(C)=[O:63], predict the reaction product. The product is: [C:18]([OH:63])(=[O:19])[CH3:20].[NH2:35][CH2:34][C:33]1[CH:32]=[CH:31][C:30]([C:22]2[CH:21]=[C:20]([C:18]([NH:17][CH2:16][C@H:13]3[CH2:14][CH2:15][C@H:10]([CH2:9][NH:8][C:6](=[O:7])[O:5][C:1]([CH3:3])([CH3:2])[CH3:4])[CH2:11][CH2:12]3)=[O:19])[C:29]3[C:24](=[CH:25][CH:26]=[CH:27][CH:28]=3)[N:23]=2)=[CH:54][CH:53]=1. (3) Given the reactants [H-].[Al+3].[Li+].[H-].[H-].[H-].[CH2:7]1[CH2:11]O[CH2:9][CH2:8]1.O.[OH-].[Na+], predict the reaction product. The product is: [CH:7]1([CH:11]2[CH2:9][CH2:9][CH2:8][CH2:7][CH2:11]2)[CH2:11][CH2:7][CH2:8][CH2:9][CH2:8]1. (4) The product is: [ClH:39].[C:1]([N:4]1[CH2:5][CH2:6][CH:7]([N:10]([CH3:38])[C:11](=[O:37])[CH2:12][N:13]([C:24]2[CH:29]=[C:28]([C:30]3[N:34]=[C:33]([CH3:35])[O:32][N:31]=3)[CH:27]=[CH:26][C:25]=2[CH3:36])[CH2:14][C:15]([NH:17][CH2:18][CH2:19][NH:20][CH:21]([CH3:23])[CH3:22])=[O:16])[CH2:8][CH2:9]1)(=[O:3])[CH3:2]. Given the reactants [C:1]([N:4]1[CH2:9][CH2:8][CH:7]([N:10]([CH3:38])[C:11](=[O:37])[CH2:12][N:13]([C:24]2[CH:29]=[C:28]([C:30]3[N:34]=[C:33]([CH3:35])[O:32][N:31]=3)[CH:27]=[CH:26][C:25]=2[CH3:36])[CH2:14][C:15]([NH:17][CH2:18][CH2:19][NH:20][CH:21]([CH3:23])[CH3:22])=[O:16])[CH2:6][CH2:5]1)(=[O:3])[CH3:2].[ClH:39].C(OCC)(=O)C.C(OCC)C, predict the reaction product. (5) Given the reactants [Cl:1][C:2]1[CH:3]=[C:4]([CH:10]=[CH:11][CH:12]=1)[C@@H:5]([OH:9])[C:6]([OH:8])=[O:7].CO[C:15](OC)([CH3:17])[CH3:16], predict the reaction product. The product is: [Cl:1][C:2]1[CH:3]=[C:4]([CH:5]2[O:9][C:15]([CH3:17])([CH3:16])[O:7][C:6]2=[O:8])[CH:10]=[CH:11][CH:12]=1. (6) Given the reactants [CH3:1][O:2][C:3]([C:5]1[S:14][C:8]2[N:9]=[CH:10][N:11]=[C:12](Cl)[C:7]=2[C:6]=1[CH3:15])=[O:4].[F:16][C:17]1[CH:23]=[CH:22][C:20]([NH2:21])=[C:19]([O:24][C@@H:25]2[CH2:29][CH2:28][O:27][CH2:26]2)[CH:18]=1.C1(C)C=CC(S(O)(=O)=O)=CC=1, predict the reaction product. The product is: [F:16][C:17]1[CH:23]=[CH:22][C:20]([NH:21][C:12]2[C:7]3[C:6]([CH3:15])=[C:5]([C:3]([O:2][CH3:1])=[O:4])[S:14][C:8]=3[N:9]=[CH:10][N:11]=2)=[C:19]([O:24][C@@H:25]2[CH2:29][CH2:28][O:27][CH2:26]2)[CH:18]=1. (7) The product is: [C:24]([C:20]1[N:19]=[C:18]([O:17][C:13]2[CH:14]=[C:15]([CH3:16])[C:7]3[CH:6]([CH2:5][C:4]([OH:26])=[O:3])[O:10][B:9]([OH:11])[C:8]=3[CH:12]=2)[CH:23]=[N:22][CH:21]=1)#[N:25].[C:24]([C:20]1[N:19]=[C:18]([O:17][C:13]2[CH:14]=[C:15]([CH3:16])[C:7]3[CH:6]([CH2:5][C:4]([OH:3])=[O:26])[O:10][B:9]([OH:11])[C:8]=3[CH:12]=2)[CH:23]=[N:22][CH:21]=1)(=[O:28])[NH2:25]. Given the reactants C([O:3][C:4](=[O:26])[CH2:5][CH:6]1[O:10][B:9]([OH:11])[C:8]2[CH:12]=[C:13]([O:17][C:18]3[CH:23]=[N:22][CH:21]=[C:20]([C:24]#[N:25])[N:19]=3)[CH:14]=[C:15]([CH3:16])[C:7]1=2)C.[Li+].[OH-:28].Cl, predict the reaction product.